From a dataset of Forward reaction prediction with 1.9M reactions from USPTO patents (1976-2016). Predict the product of the given reaction. (1) Given the reactants C(OC([N:8]1[CH2:12][CH:11]2[CH2:13][C:14](=[O:16])[CH2:15][CH:10]2[CH2:9]1)=O)(C)(C)C.[BH4-].[Na+].[ClH:19], predict the reaction product. The product is: [ClH:19].[OH:16][CH:14]1[CH2:15][CH:10]2[CH2:9][NH:8][CH2:12][CH:11]2[CH2:13]1. (2) Given the reactants [Cl:1][C:2]1[N:7]=[CH:6][C:5]([CH2:8][OH:9])=[CH:4][N:3]=1.[CH3:10]I.[H-].[Na+], predict the reaction product. The product is: [Cl:1][C:2]1[N:7]=[CH:6][C:5]([CH2:8][O:9][CH3:10])=[CH:4][N:3]=1. (3) Given the reactants [NH:1]1[CH2:7][CH2:6][CH2:5][CH2:4][C@H:3]([NH2:8])[CH2:2]1.[C:9]([O:13][C:14](ON1C(=O)CCC1=O)=[O:15])([CH3:12])([CH3:11])[CH3:10].C1(=O)NC(=O)CC1.C1C=C2C(C(O)(O)C(=O)C2=CC=1)=O.[NH4+].[OH-], predict the reaction product. The product is: [NH2:8][C@H:3]1[CH2:4][CH2:5][CH2:6][CH2:7][N:1]([C:14]([O:13][C:9]([CH3:12])([CH3:11])[CH3:10])=[O:15])[CH2:2]1. (4) Given the reactants [OH:1][CH:2]1[CH2:11][C:10]([CH3:13])([CH3:12])[C:9]2[C:4](=[CH:5][CH:6]=[CH:7][CH:8]=2)[C:3]1=O.Cl.[NH2:16][OH:17], predict the reaction product. The product is: [OH:1][CH:2]1[CH2:11][C:10]([CH3:13])([CH3:12])[C:9]2[C:4](=[CH:5][CH:6]=[CH:7][CH:8]=2)[C:3]1=[N:16][OH:17]. (5) Given the reactants [CH3:1][C:2]([C:5]1[CH:6]=[C:7](SC(S[C:7]2[CH:8]=[C:9]([C:12]([CH3:15])([CH3:14])[CH3:13])[C:10]([OH:11])=[C:5]([C:2]([CH3:1])([CH3:3])[CH3:4])[CH:6]=2)(C)C)[CH:8]=[C:9]([C:12]([CH3:15])([CH3:14])[CH3:13])[C:10]=1[OH:11])([CH3:4])[CH3:3].[H-].[Na+].[Cl-], predict the reaction product. The product is: [C:12]([C:9]1[CH:8]=[CH:7][CH:6]=[C:5]([C:2]([CH3:4])([CH3:3])[CH3:1])[C:10]=1[OH:11])([CH3:15])([CH3:14])[CH3:13]. (6) Given the reactants Br[C:2]1[CH:11]=[CH:10][C:9]2[N:8]=[CH:7][C:6]3[N:12]([CH3:25])[C:13](=[O:24])[N:14]([C:15]4[C:16]([CH3:23])=[N:17][N:18]([CH:20]([CH3:22])[CH3:21])[CH:19]=4)[C:5]=3[C:4]=2[CH:3]=1.CC1(C)C(C)(C)OB([C:34]2[CH:35]=[C:36]([C:40]([OH:43])([CH3:42])[CH3:41])[CH:37]=[N:38][CH:39]=2)O1, predict the reaction product. The product is: [OH:43][C:40]([C:36]1[CH:35]=[C:34]([C:2]2[CH:11]=[CH:10][C:9]3[N:8]=[CH:7][C:6]4[N:12]([CH3:25])[C:13](=[O:24])[N:14]([C:15]5[C:16]([CH3:23])=[N:17][N:18]([CH:20]([CH3:21])[CH3:22])[CH:19]=5)[C:5]=4[C:4]=3[CH:3]=2)[CH:39]=[N:38][CH:37]=1)([CH3:42])[CH3:41].